From a dataset of Reaction yield outcomes from USPTO patents with 853,638 reactions. Predict the reaction yield, written as a fraction of the theoretical maximum amount of product (1.0 means a 100% yield; for example, 0.34 means a 34% yield). The product is [Cl:26][C:27]1[CH:32]=[CH:31][C:30]([NH:33][C:34]([NH:16][C:15]2[CH:14]=[CH:13][C:12]([C:10]3[CH:9]=[CH:8][CH:7]=[C:6]([N:1]4[CH2:5][CH2:4][CH2:3][CH2:2]4)[N:11]=3)=[CH:18][CH:17]=2)=[O:35])=[CH:29][CH:28]=1. The reactants are [N:1]1([C:6]2[N:11]=[C:10]([C:12]3[CH:18]=[CH:17][C:15]([NH2:16])=[CH:14][CH:13]=3)[CH:9]=[CH:8][CH:7]=2)[CH2:5][CH2:4][CH2:3][CH2:2]1.CCN(CC)CC.[Cl:26][C:27]1[CH:32]=[CH:31][C:30]([N:33]=[C:34]=[O:35])=[CH:29][CH:28]=1. The yield is 0.340. The catalyst is C1COCC1.